Dataset: Reaction yield outcomes from USPTO patents with 853,638 reactions. Task: Predict the reaction yield, written as a fraction of the theoretical maximum amount of product (1.0 means a 100% yield; for example, 0.34 means a 34% yield). (1) The reactants are [CH:1]([Si:4]([CH:36]([CH3:38])[CH3:37])([CH:33]([CH3:35])[CH3:34])[O:5][C@H:6]1[CH2:11][CH2:10][CH2:9][N:8]([C:12]2[N:16]3[CH:17]=[C:18]([O:21][C@H:22]4[C:31]5[C:26](=[CH:27][CH:28]=[CH:29][CH:30]=5)[C@@H:25]([NH2:32])[CH2:24][CH2:23]4)[CH:19]=[CH:20][C:15]3=[N:14][N:13]=2)[CH2:7]1)([CH3:3])[CH3:2].ClC(Cl)(Cl)C[O:42][C:43](=O)[NH:44][C:45]1[N:46]([C:54]2[CH:59]=[CH:58][C:57]([CH3:60])=[CH:56][CH:55]=2)[N:47]=[C:48]([C:50]([CH3:53])([CH3:52])[CH3:51])[CH:49]=1.CCN(C(C)C)C(C)C. The catalyst is O1CCOCC1. The product is [C:50]([C:48]1[CH:49]=[C:45]([NH:44][C:43]([NH:32][C@@H:25]2[C:26]3[C:31](=[CH:30][CH:29]=[CH:28][CH:27]=3)[C@H:22]([O:21][C:18]3[CH:19]=[CH:20][C:15]4[N:16]([C:12]([N:8]5[CH2:9][CH2:10][CH2:11][C@H:6]([O:5][Si:4]([CH:1]([CH3:3])[CH3:2])([CH:33]([CH3:35])[CH3:34])[CH:36]([CH3:38])[CH3:37])[CH2:7]5)=[N:13][N:14]=4)[CH:17]=3)[CH2:23][CH2:24]2)=[O:42])[N:46]([C:54]2[CH:59]=[CH:58][C:57]([CH3:60])=[CH:56][CH:55]=2)[N:47]=1)([CH3:53])([CH3:51])[CH3:52]. The yield is 0.600. (2) The reactants are C([N-]C(C)C)(C)C.[Li+].[CH2:9]([O:11][C:12](=[O:23])[CH2:13][C:14]1[CH:19]=[CH:18][C:17]([N+:20]([O-:22])=[O:21])=[CH:16][CH:15]=1)[CH3:10].I[CH2:25][CH:26]1[CH2:30][CH2:29][CH2:28][CH2:27]1. The catalyst is O1CCCC1.CN(C)P(N(C)C)(N(C)C)=O.CN(C)P(N(C)C)(N(C)C)=O. The product is [CH2:9]([O:11][C:12](=[O:23])[CH:13]([C:14]1[CH:19]=[CH:18][C:17]([N+:20]([O-:22])=[O:21])=[CH:16][CH:15]=1)[CH2:25][CH:26]1[CH2:30][CH2:29][CH2:28][CH2:27]1)[CH3:10]. The yield is 0.772. (3) The product is [O:48]=[C:29]1[C:28]([CH2:27][C:24]2[CH:23]=[CH:22][C:21]([C:16]3[CH:17]=[CH:18][CH:19]=[CH:20][C:15]=3[C:13]3[NH:3][C:4](=[O:7])[O:6][N:14]=3)=[CH:26][CH:25]=2)=[C:33]([CH2:34][CH2:35][CH3:36])[N:32]2[N:37]=[CH:38][N:39]=[C:31]2[N:30]1[CH2:40][C:41]([O:43][C:44]([CH3:47])([CH3:46])[CH3:45])=[O:42]. The reactants are [Cl-].O[NH3+:3].[C:4](=[O:7])([O-:6])O.[Na+].CS(C)=O.[C:13]([C:15]1[CH:20]=[CH:19][CH:18]=[CH:17][C:16]=1[C:21]1[CH:26]=[CH:25][C:24]([CH2:27][C:28]2[C:29](=[O:48])[N:30]([CH2:40][C:41]([O:43][C:44]([CH3:47])([CH3:46])[CH3:45])=[O:42])[C:31]3[N:32]([N:37]=[CH:38][N:39]=3)[C:33]=2[CH2:34][CH2:35][CH3:36])=[CH:23][CH:22]=1)#[N:14]. The catalyst is C(OCC)(=O)C. The yield is 0.820. (4) The reactants are [Cl:1][C:2]1[NH:10][C:9]2[C:8](=[O:11])[N:7]([CH2:12][CH2:13][CH2:14][C:15]([O:17]CC)=O)[C:6](=[O:20])[N:5]([CH2:21][CH2:22][CH2:23][CH2:24][CH3:25])[C:4]=2[N:3]=1.O[NH:27][C:28](=[NH:35])[CH2:29][C:30]1[CH:34]=[CH:33][S:32][CH:31]=1.CC[O-].[Na+]. The catalyst is CCO. The product is [Cl:1][C:2]1[NH:10][C:9]2[C:8](=[O:11])[N:7]([CH2:12][CH2:13][CH2:14][C:15]3[O:17][N:35]=[C:28]([CH2:29][C:30]4[CH:34]=[CH:33][S:32][CH:31]=4)[N:27]=3)[C:6](=[O:20])[N:5]([CH2:21][CH2:22][CH2:23][CH2:24][CH3:25])[C:4]=2[N:3]=1. The yield is 0.310. (5) The reactants are [C:1]([O:5][C:6](=[O:20])[CH2:7][N:8]1[CH:12]=[CH:11][C:10]([C:13]2[CH:14]=[N:15][C:16]([NH2:19])=[N:17][CH:18]=2)=[N:9]1)([CH3:4])([CH3:3])[CH3:2].Cl[CH:22]([C:32]1([C:35]2[CH:36]=[C:37]3[C:42](=[CH:43][CH:44]=2)[N:41]=[CH:40][CH:39]=[CH:38]3)[CH2:34][CH2:33]1)[CH:23](N1C(=O)CCC1=O)O. The catalyst is C(O)C. The product is [N:41]1[C:42]2[C:37](=[CH:36][C:35]([C:32]3([C:22]4[N:17]5[CH:18]=[C:13]([C:10]6[CH:11]=[CH:12][N:8]([CH2:7][C:6]([O:5][C:1]([CH3:4])([CH3:2])[CH3:3])=[O:20])[N:9]=6)[CH:14]=[N:15][C:16]5=[N:19][CH:23]=4)[CH2:34][CH2:33]3)=[CH:44][CH:43]=2)[CH:38]=[CH:39][CH:40]=1. The yield is 0.370. (6) The reactants are Cl[C:2]1[N:7]2[N:8]=[C:9]([C:23]3[CH:28]=[CH:27][C:26]([O:29][CH3:30])=[CH:25][CH:24]=3)[C:10]([C:11]3[CH:16]=[CH:15][N:14]=[C:13]([NH:17][CH:18]4[CH2:22][CH2:21][CH2:20][CH2:19]4)[N:12]=3)=[C:6]2[CH:5]=[CH:4][CH:3]=1.[N-:31]=[N+]=[N-].[Na+].O.CCOCC. The catalyst is CN1CCCC1=O. The product is [CH:18]1([NH:17][C:13]2[N:12]=[C:11]([C:10]3[C:9]([C:23]4[CH:24]=[CH:25][C:26]([O:29][CH3:30])=[CH:27][CH:28]=4)=[N:8][N:7]4[C:2]([NH2:31])=[CH:3][CH:4]=[CH:5][C:6]=34)[CH:16]=[CH:15][N:14]=2)[CH2:19][CH2:20][CH2:21][CH2:22]1. The yield is 0.520.